The task is: Predict the reaction yield, written as a fraction of the theoretical maximum amount of product (1.0 means a 100% yield; for example, 0.34 means a 34% yield).. This data is from Reaction yield outcomes from USPTO patents with 853,638 reactions. (1) The reactants are [C:1]1([CH3:16])[CH:6]=[CH:5][C:4]([S:7]([O:10][CH:11]([CH2:14]O)CO)(=[O:9])=[O:8])=[CH:3][CH:2]=1.[F:17][C:18]([F:32])([F:31])[C:19]1[CH:24]=[CH:23][C:22](/[CH:25]=[CH:26]/[CH:27]=[CH:28]/[CH:29]=[O:30])=[CH:21][CH:20]=1.C1(C)C=CC(S(O)(=O)=O)=CC=1.[C:44](=O)([O-])[OH:45].[Na+]. The catalyst is C(Cl)Cl. The product is [C:1]1([CH3:16])[CH:2]=[CH:3][C:4]([S:7]([O:10][C@H:11]2[CH2:14][CH2:44][O:45][C@@H:29](/[CH:28]=[CH:27]/[CH:26]=[CH:25]/[C:22]3[CH:21]=[CH:20][C:19]([C:18]([F:31])([F:32])[F:17])=[CH:24][CH:23]=3)[O:30]2)(=[O:8])=[O:9])=[CH:5][CH:6]=1. The yield is 0.290. (2) The reactants are [Br:1][C:2]1[CH:3]=[C:4]([C:9]([NH:11][C:12]2[C:13]([Cl:19])=[N:14][C:15]([CH3:18])=[CH:16][CH:17]=2)=[O:10])[C:5](Cl)=[N:6][CH:7]=1.[CH2:20]([NH2:22])[CH3:21].O. The catalyst is C1COCC1. The product is [Br:1][C:2]1[CH:3]=[C:4]([C:9]([NH:11][C:12]2[C:13]([Cl:19])=[N:14][C:15]([CH3:18])=[CH:16][CH:17]=2)=[O:10])[C:5]([NH:22][CH2:20][CH3:21])=[N:6][CH:7]=1. The yield is 0.890. (3) The reactants are [CH3:1][C:2]1[CH:7]=[CH:6][C:5]([S:8]([N:11]2[CH:15]=[CH:14][CH:13]=[N:12]2)(=[O:10])=[O:9])=[CH:4][CH:3]=1.C([Li])(C)(C)C.[CH2:21]([CH:23]([CH2:26][CH3:27])[CH:24]=[O:25])[CH3:22]. The catalyst is C1COCC1. The product is [CH2:21]([CH:23]([CH2:26][CH3:27])[CH:24]([C:15]1[N:11]([S:8]([C:5]2[CH:6]=[CH:7][C:2]([CH3:1])=[CH:3][CH:4]=2)(=[O:10])=[O:9])[N:12]=[CH:13][CH:14]=1)[OH:25])[CH3:22]. The yield is 0.750. (4) The reactants are [NH2:1][C@@H:2]([CH:44]([CH3:46])[CH3:45])[C:3]([N:5]1[CH2:9][CH2:8][CH2:7][C@H:6]1[C:10]1[NH:11][C:12]([C:15]2[CH:20]=[CH:19][C:18]([C:21]3[CH:26]=[CH:25][C:24]([C:27]4[NH:31][C:30]([C@@H:32]5[CH2:36][CH2:35][CH2:34][N:33]5[C:37]([O:39][C:40]([CH3:43])([CH3:42])[CH3:41])=[O:38])=[N:29][CH:28]=4)=[CH:23][CH:22]=3)=[CH:17][CH:16]=2)=[CH:13][N:14]=1)=[O:4].Br[C:48]1[N:53]=[CH:52][CH:51]=[CH:50][N:49]=1.CCN(C(C)C)C(C)C. The catalyst is C1(C)C=CC=CC=1.CS(C)=O. The product is [CH3:45][CH:44]([CH3:46])[C@H:2]([NH:1][C:48]1[N:53]=[CH:52][CH:51]=[CH:50][N:49]=1)[C:3]([N:5]1[CH2:9][CH2:8][CH2:7][C@H:6]1[C:10]1[NH:11][C:12]([C:15]2[CH:20]=[CH:19][C:18]([C:21]3[CH:22]=[CH:23][C:24]([C:27]4[NH:31][C:30]([C@@H:32]5[CH2:36][CH2:35][CH2:34][N:33]5[C:37]([O:39][C:40]([CH3:41])([CH3:43])[CH3:42])=[O:38])=[N:29][CH:28]=4)=[CH:25][CH:26]=3)=[CH:17][CH:16]=2)=[CH:13][N:14]=1)=[O:4]. The yield is 0.740. (5) The reactants are [Cl-].O[NH3+:3].[C:4](=[O:7])([O-])[OH:5].[Na+].CS(C)=O.[CH2:13]([N:15]1[C:20](=[O:21])[C:19]([CH2:22][C:23]2[CH:28]=[CH:27][C:26]([C:29]3[C:30]([C:35]#[N:36])=[CH:31][CH:32]=[CH:33][CH:34]=3)=[CH:25][CH:24]=2)=[C:18]([CH2:37][CH2:38][CH3:39])[N:17]2[N:40]=[CH:41][N:42]=[C:16]12)[CH3:14]. The catalyst is C(OCC)(=O)C. The product is [CH2:13]([N:15]1[C:20](=[O:21])[C:19]([CH2:22][C:23]2[CH:24]=[CH:25][C:26]([C:29]3[CH:34]=[CH:33][CH:32]=[CH:31][C:30]=3[C:35]3[NH:3][C:4](=[O:7])[O:5][N:36]=3)=[CH:27][CH:28]=2)=[C:18]([CH2:37][CH2:38][CH3:39])[N:17]2[N:40]=[CH:41][N:42]=[C:16]12)[CH3:14]. The yield is 0.340.